Predict which catalyst facilitates the given reaction. From a dataset of Catalyst prediction with 721,799 reactions and 888 catalyst types from USPTO. (1) Reactant: FC(F)(F)C(O)=O.[NH:8]1[CH2:12][CH2:11][C@@H:10]([S:13][C:14]2[CH:19]=[CH:18][C:17]([OH:20])=[CH:16][CH:15]=2)[CH2:9]1.[C:21]1([CH2:27][CH2:28][CH2:29][CH:30]=O)[CH:26]=[CH:25][CH:24]=[CH:23][CH:22]=1. Product: [C:21]1([CH2:27][CH2:28][CH2:29][CH2:30][N:8]2[CH2:12][CH2:11][C@@H:10]([S:13][C:14]3[CH:19]=[CH:18][C:17]([OH:20])=[CH:16][CH:15]=3)[CH2:9]2)[CH:26]=[CH:25][CH:24]=[CH:23][CH:22]=1. The catalyst class is: 22. (2) Reactant: [Cl:1][S:2]([C:5]1[CH:6]=[C:7]([CH:11]=[CH:12][CH:13]=1)[C:8](Cl)=[O:9])(=[O:4])=[O:3].[CH:14]([O:17][C:18]1[CH:24]=[CH:23][C:21]([NH2:22])=[CH:20][CH:19]=1)([CH3:16])[CH3:15]. Product: [CH:14]([O:17][C:18]1[CH:24]=[CH:23][C:21]([NH:22][C:8]([C:7]2[CH:6]=[C:5]([S:2]([Cl:1])(=[O:4])=[O:3])[CH:13]=[CH:12][CH:11]=2)=[O:9])=[CH:20][CH:19]=1)([CH3:16])[CH3:15]. The catalyst class is: 11. (3) Reactant: [F:1][C:2]1[CH:3]=[C:4]([C:19]2[CH:24]=[CH:23][C:22]([C:25]([O:27]C)=[O:26])=[C:21]([CH3:29])[CH:20]=2)[CH:5]=[CH:6][C:7]=1[NH:8][C:9]1[S:10][C:11]2[CH:17]=[C:16]([F:18])[CH:15]=[CH:14][C:12]=2[N:13]=1.CO.O.[OH-].[Na+]. Product: [F:1][C:2]1[CH:3]=[C:4]([C:19]2[CH:24]=[CH:23][C:22]([C:25]([OH:27])=[O:26])=[C:21]([CH3:29])[CH:20]=2)[CH:5]=[CH:6][C:7]=1[NH:8][C:9]1[S:10][C:11]2[CH:17]=[C:16]([F:18])[CH:15]=[CH:14][C:12]=2[N:13]=1. The catalyst class is: 1. (4) Reactant: [CH2:1]([O:11][CH2:12][CH:13]1[CH2:18][CH2:17][CH2:16][CH:15]=[CH:14]1)[CH2:2][CH2:3][CH2:4][CH2:5][CH2:6][CH2:7][CH2:8][CH2:9][CH3:10].C(OO)(=[O:21])C.O. Product: [CH2:1]([O:11][CH2:12][CH:13]1[CH2:18][CH2:17][CH:16]2[CH:15]([O:21]2)[CH2:14]1)[CH2:2][CH2:3][CH2:4][CH2:5][CH2:6][CH2:7][CH2:8][CH2:9][CH3:10]. The catalyst class is: 2. (5) Reactant: [Br:1][C:2]1[C:17]([O:18][CH2:19][C@@H:20]([NH:25]C(=O)OC(C)(C)C)[CH2:21][CH:22]([CH3:24])[CH3:23])=[CH:16][C:5]2[N:6]([CH3:15])[C:7](=[O:14])[C:8]3[C:13]([C:4]=2[CH:3]=1)=[CH:12][CH:11]=[N:10][CH:9]=3.Cl.O1CCOCC1. Product: [NH2:25][C@@H:20]([CH2:21][CH:22]([CH3:24])[CH3:23])[CH2:19][O:18][C:17]1[C:2]([Br:1])=[CH:3][C:4]2[C:13]3[C:8](=[CH:9][N:10]=[CH:11][CH:12]=3)[C:7](=[O:14])[N:6]([CH3:15])[C:5]=2[CH:16]=1. The catalyst class is: 5. (6) Reactant: Cl.Cl.[O:3]1[CH2:8][CH2:7][N:6]([C@H:9]2[CH2:14][CH2:13][C@H:12]([NH2:15])[CH2:11][CH2:10]2)[CH2:5][CH2:4]1.F[C:17]1[CH:22]=[CH:21][C:20]([S:23]([NH2:26])(=[O:25])=[O:24])=[CH:19][C:18]=1[N+:27]([O-:29])=[O:28].C(N(CC)CC)C. Product: [O:3]1[CH2:4][CH2:5][N:6]([C@H:9]2[CH2:10][CH2:11][C@H:12]([NH:15][C:17]3[CH:22]=[CH:21][C:20]([S:23]([NH2:26])(=[O:25])=[O:24])=[CH:19][C:18]=3[N+:27]([O-:29])=[O:28])[CH2:13][CH2:14]2)[CH2:7][CH2:8]1. The catalyst class is: 7.